From a dataset of Peptide-MHC class II binding affinity with 134,281 pairs from IEDB. Regression. Given a peptide amino acid sequence and an MHC pseudo amino acid sequence, predict their binding affinity value. This is MHC class II binding data. (1) The peptide sequence is SAIQGNVTSIHSLLD. The MHC is DRB1_1501 with pseudo-sequence DRB1_1501. The binding affinity (normalized) is 0.200. (2) The peptide sequence is ICGIVYWMRRHTQKAPKRIRLPHIRED. The binding affinity (normalized) is 0.481. The MHC is DRB1_0701 with pseudo-sequence DRB1_0701.